Dataset: Catalyst prediction with 721,799 reactions and 888 catalyst types from USPTO. Task: Predict which catalyst facilitates the given reaction. (1) Reactant: Br[C:2]1[C:7]2=[C:8]([OH:12])[N:9]=[N:10][CH:11]=[C:6]2[CH:5]=[C:4]([Br:13])[N:3]=1.[NH2:14][C:15]1[CH:20]=[CH:19][C:18]([N:21]2[CH2:26][CH2:25][N:24]([C:27]([O:29][C:30]([CH3:33])([CH3:32])[CH3:31])=[O:28])[CH2:23][CH2:22]2)=[CH:17][C:16]=1[O:34][CH3:35].C(N(CC)C(C)C)(C)C. Product: [Br:13][C:4]1[N:3]=[C:2]([NH:14][C:15]2[CH:20]=[CH:19][C:18]([N:21]3[CH2:26][CH2:25][N:24]([C:27]([O:29][C:30]([CH3:31])([CH3:32])[CH3:33])=[O:28])[CH2:23][CH2:22]3)=[CH:17][C:16]=2[O:34][CH3:35])[C:7]2=[C:8]([OH:12])[N:9]=[N:10][CH:11]=[C:6]2[CH:5]=1. The catalyst class is: 12. (2) Reactant: C[O:2][C:3](=O)[C:4]1[C:9]([NH:10][C:11]2[C:20]3[C:15](=[N:16][CH:17]=[CH:18][CH:19]=3)[N:14]=[C:13]([C:21]3[CH:26]=[C:25]([Cl:27])[CH:24]=[CH:23][C:22]=3[F:28])[CH:12]=2)=[CH:8][CH:7]=[N:6][CH:5]=1.[CH3:30][NH2:31]. Product: [Cl:27][C:25]1[CH:24]=[CH:23][C:22]([F:28])=[C:21]([C:13]2[CH:12]=[C:11]([NH:10][C:9]3[C:4]([C:3]([NH:31][CH3:30])=[O:2])=[CH:5][N:6]=[CH:7][CH:8]=3)[C:20]3[C:15](=[N:16][CH:17]=[CH:18][CH:19]=3)[N:14]=2)[CH:26]=1. The catalyst class is: 8. (3) Reactant: [C:1]([O:5][C:6]([NH:8][CH:9](P(OC)(OC)=O)[C:10]([O:12][CH3:13])=[O:11])=[O:7])([CH3:4])([CH3:3])[CH3:2].[CH2:20]([O:27][CH:28]1[CH2:31][C:30](=O)[CH2:29]1)[C:21]1[CH:26]=[CH:25][CH:24]=[CH:23][CH:22]=1.N12CCCN=C1CCCCC2. Product: [CH3:13][O:12][C:10](=[O:11])[C:9](=[C:30]1[CH2:31][CH:28]([O:27][CH2:20][C:21]2[CH:26]=[CH:25][CH:24]=[CH:23][CH:22]=2)[CH2:29]1)[NH:8][C:6]([O:5][C:1]([CH3:2])([CH3:3])[CH3:4])=[O:7]. The catalyst class is: 4. (4) Reactant: C([O:3][C:4](=[O:18])[C:5]1[CH:10]=[CH:9][CH:8]=[C:7]([NH:11][S:12]([CH2:15][CH2:16][CH3:17])(=[O:14])=[O:13])[CH:6]=1)C.[OH-].[Li+].O1CCCC1.Cl. Product: [CH2:15]([S:12]([NH:11][C:7]1[CH:6]=[C:5]([CH:10]=[CH:9][CH:8]=1)[C:4]([OH:18])=[O:3])(=[O:13])=[O:14])[CH2:16][CH3:17]. The catalyst class is: 6. (5) Reactant: [C:1]12[C:7](=[CH:8][CH:9]=[CH:10][CH:11]=1)[NH:6][C:5](=[O:12])[O:4][C:2]2=[O:3].C1(P(C2C=CC=CC=2)C2C=CC=CC=2)C=CC=CC=1.N(C(OC(C)C)=O)=NC(OC(C)C)=O.[O:46]1[CH2:51][CH2:50][CH:49]([CH2:52]O)[CH2:48][CH2:47]1. Product: [O:46]1[CH2:51][CH2:50][CH:49]([CH2:52][N:6]2[C:7]3[CH:8]=[CH:9][CH:10]=[CH:11][C:1]=3[C:2](=[O:3])[O:4][C:5]2=[O:12])[CH2:48][CH2:47]1. The catalyst class is: 1. (6) Reactant: C[C:2]1[C:3]([NH2:21])=[C:4]([Cl:20])[C:5]([C:17]([OH:19])=[O:18])=[N:6][C:7]=1[O:8][C:9]1[CH:14]=[C:13]([Cl:15])[CH:12]=[C:11]([Cl:16])[CH:10]=1.[OH-].[Na+]. Product: [NH2:21][C:3]1[CH:2]=[C:7]([O:8][C:9]2[CH:10]=[C:11]([Cl:16])[CH:12]=[C:13]([Cl:15])[CH:14]=2)[N:6]=[C:5]([C:17]([OH:19])=[O:18])[C:4]=1[Cl:20]. The catalyst class is: 5. (7) Reactant: [Cl:1][C:2]1[C:10]2[N:9]=[C:8]([NH:11][C:12]3[CH:13]=[N:14][C:15]([O:19][CH3:20])=[CH:16][C:17]=3[CH3:18])[N:7]([CH2:21][CH2:22][CH2:23][C:24](OCC)=[O:25])[C:6]=2[C:5]([CH:29]([CH2:32][CH3:33])[CH2:30][CH3:31])=[CH:4][CH:3]=1.[BH4-].[Li+].O. Product: [Cl:1][C:2]1[C:10]2[N:9]=[C:8]([NH:11][C:12]3[CH:13]=[N:14][C:15]([O:19][CH3:20])=[CH:16][C:17]=3[CH3:18])[N:7]([CH2:21][CH2:22][CH2:23][CH2:24][OH:25])[C:6]=2[C:5]([CH:29]([CH2:32][CH3:33])[CH2:30][CH3:31])=[CH:4][CH:3]=1. The catalyst class is: 7.